From a dataset of Reaction yield outcomes from USPTO patents with 853,638 reactions. Predict the reaction yield, written as a fraction of the theoretical maximum amount of product (1.0 means a 100% yield; for example, 0.34 means a 34% yield). (1) The catalyst is [Cl-].C([N+]1C(C)=C(CCO)SC=1)C1C=CC=CC=1.C(O)C. The yield is 0.210. The product is [F:26][C:27]1[CH:28]=[CH:29][C:30]2[N:31]([CH:33]=[C:34]([CH:36]([NH:37][C:38]3[CH:43]=[CH:42][CH:41]=[C:40]([O:44][CH3:45])[CH:39]=3)[C:8]([C:10]3[C:18]4[C:13](=[CH:14][CH:15]=[CH:16][CH:17]=4)[NH:12][CH:11]=3)=[O:9])[N:35]=2)[CH:32]=1. The reactants are C(N(CC)CC)C.[CH:8]([C:10]1[C:18]2[C:13](=[CH:14][CH:15]=[CH:16][CH:17]=2)[N:12](C(OC(C)(C)C)=O)[CH:11]=1)=[O:9].[F:26][C:27]1[CH:28]=[CH:29][C:30]2[N:31]([CH:33]=[C:34]([CH:36]=[N:37][C:38]3[CH:43]=[CH:42][CH:41]=[C:40]([O:44][CH3:45])[CH:39]=3)[N:35]=2)[CH:32]=1. (2) The reactants are C[CH2:2][N:3]=[C:4]=NCCCN(C)C.Cl.[CH2:13]([O:20][C:21]1[CH:29]=[CH:28][C:24]([C:25](O)=[O:26])=[CH:23][C:22]=1[C:30]([NH:32][C:33]1[CH:38]=[C:37]([C:39]([F:42])([F:41])[F:40])[CH:36]=[C:35]([C:43]([F:46])([F:45])[F:44])[CH:34]=1)=[O:31])[C:14]1[CH:19]=[CH:18][CH:17]=[CH:16][CH:15]=1.Cl.CNC.C(N(CC)CC)C. The catalyst is O1CCCC1.O. The product is [CH2:13]([O:20][C:21]1[CH:29]=[CH:28][C:24]([C:25]([N:3]([CH3:4])[CH3:2])=[O:26])=[CH:23][C:22]=1[C:30]([NH:32][C:33]1[CH:38]=[C:37]([C:39]([F:42])([F:41])[F:40])[CH:36]=[C:35]([C:43]([F:46])([F:45])[F:44])[CH:34]=1)=[O:31])[C:14]1[CH:19]=[CH:18][CH:17]=[CH:16][CH:15]=1. The yield is 0.649. (3) The reactants are [Br:1][C:2]1[C:3]([NH:22][S:23]([CH3:26])(=[O:25])=[O:24])=[CH:4][C:5]2[O:9][C:8]([C:10]3[CH:15]=[CH:14][C:13]([F:16])=[CH:12][CH:11]=3)=[C:7]([C:17]([NH:19][CH3:20])=[O:18])[C:6]=2[CH:21]=1.Br[CH2:28][CH2:29][CH2:30][OH:31].C([O-])([O-])=O.[K+].[K+]. The catalyst is CN(C=O)C. The product is [Br:1][C:2]1[C:3]([N:22]([CH2:28][CH2:29][CH2:30][OH:31])[S:23]([CH3:26])(=[O:24])=[O:25])=[CH:4][C:5]2[O:9][C:8]([C:10]3[CH:11]=[CH:12][C:13]([F:16])=[CH:14][CH:15]=3)=[C:7]([C:17]([NH:19][CH3:20])=[O:18])[C:6]=2[CH:21]=1. The yield is 0.786. (4) The reactants are [C:1]([O:5][C:6]([N:8]1[CH2:13][CH2:12][CH:11]([N:14]2[CH2:18][CH2:17][CH2:16][C@H:15]2[CH2:19][OH:20])[CH2:10][CH2:9]1)=[O:7])([CH3:4])([CH3:3])[CH3:2].[H-].[Na+].[C:23](Cl)(=[O:30])[C:24]1[CH:29]=[CH:28][CH:27]=[CH:26][CH:25]=1. The catalyst is C1COCC1. The product is [C:1]([O:5][C:6]([N:8]1[CH2:13][CH2:12][CH:11]([N:14]2[CH2:18][CH2:17][CH2:16][C@H:15]2[CH2:19][O:20][C:23](=[O:30])[C:24]2[CH:29]=[CH:28][CH:27]=[CH:26][CH:25]=2)[CH2:10][CH2:9]1)=[O:7])([CH3:4])([CH3:3])[CH3:2]. The yield is 0.610. (5) The reactants are [OH:1][C:2]1[C:3]([CH2:27][OH:28])=[C:4]([CH2:9][NH:10][C:11]([C:13]2[CH:18]=[CH:17][C:16]([C:19]3[CH:24]=[CH:23][C:22]([C:25]#[N:26])=[CH:21][CH:20]=3)=[CH:15][CH:14]=2)=[O:12])[CH:5]=[N:6][C:7]=1[CH3:8].[C:29](=O)([O-])[O-].[Cs+].[Cs+].CI. The catalyst is C(#N)C. The product is [OH:28][CH2:27][C:3]1[C:2]([O:1][CH3:29])=[C:7]([CH3:8])[N:6]=[CH:5][C:4]=1[CH2:9][NH:10][C:11]([C:13]1[CH:14]=[CH:15][C:16]([C:19]2[CH:20]=[CH:21][C:22]([C:25]#[N:26])=[CH:23][CH:24]=2)=[CH:17][CH:18]=1)=[O:12]. The yield is 0.660. (6) The catalyst is CN(C=O)C.O. The yield is 0.500. The reactants are [CH3:1]C([O-])(C)C.[K+].[CH3:7][O:8][C:9](=[O:13])[CH2:10][CH2:11][SH:12].[CH2:14]([O:16][C:17]([C:19]1[C:20](Cl)=[N:21][C:22]2[C:27]([C:28]=1[CH3:29])=[CH:26][CH:25]=[C:24]([C:30]([F:33])([F:32])[F:31])[CH:23]=2)=[O:18])[CH3:15].CCCCCC. The product is [CH2:14]([O:16][C:17]([C:19]1[C:20]([S:12][CH2:11][CH2:10][C:9]([O:8][CH2:7][CH3:1])=[O:13])=[N:21][C:22]2[C:27]([C:28]=1[CH3:29])=[CH:26][CH:25]=[C:24]([C:30]([F:33])([F:32])[F:31])[CH:23]=2)=[O:18])[CH3:15]. (7) The reactants are [CH:1](=O)[CH3:2].C(O)(=O)C.[NH:8]1[CH2:11][CH:10]([S:12][C:13]2[CH:18]=[CH:17][C:16](/[C:19](/[C:26]3[N:31]=[C:30]([O:32][CH3:33])[C:29]([CH3:34])=[CH:28][CH:27]=3)=[CH:20]\[CH:21]3[CH2:25][CH2:24][CH2:23][CH2:22]3)=[CH:15][CH:14]=2)[CH2:9]1.C(O[BH-](OC(=O)C)OC(=O)C)(=O)C.[Na+]. The catalyst is C(Cl)(Cl)Cl.O. The product is [CH:21]1(/[CH:20]=[C:19](/[C:26]2[N:31]=[C:30]([O:32][CH3:33])[C:29]([CH3:34])=[CH:28][CH:27]=2)\[C:16]2[CH:15]=[CH:14][C:13]([S:12][CH:10]3[CH2:11][N:8]([CH2:1][CH3:2])[CH2:9]3)=[CH:18][CH:17]=2)[CH2:22][CH2:23][CH2:24][CH2:25]1. The yield is 0.580. (8) The reactants are O[CH2:2][CH2:3][CH2:4][NH:5][C:6](=[O:12])[O:7][C:8]([CH3:11])([CH3:10])[CH3:9].[Cl:13][C:14]1[NH:22][C:21]2[C:20](=[O:23])[N:19](CCCOC3CCCCO3)[C:18](=[O:34])[N:17]([CH2:35][CH2:36][CH2:37][CH2:38][CH3:39])[C:16]=2[N:15]=1.C1C=CC(P(C2C=CC=CC=2)C2C=CC=CC=2)=CC=1.C1C=CC(COC(/N=N/C(OCC2C=CC=CC=2)=O)=O)=CC=1.N1CCOCC1. The catalyst is C1COCC1.C1C=CC([P]([Pd]([P](C2C=CC=CC=2)(C2C=CC=CC=2)C2C=CC=CC=2)([P](C2C=CC=CC=2)(C2C=CC=CC=2)C2C=CC=CC=2)[P](C2C=CC=CC=2)(C2C=CC=CC=2)C2C=CC=CC=2)(C2C=CC=CC=2)C2C=CC=CC=2)=CC=1.CO. The product is [Cl:13][C:14]1[NH:22][C:21]2[C:20](=[O:23])[N:19]([CH2:2][CH2:3][CH2:4][NH:5][C:6](=[O:12])[O:7][C:8]([CH3:11])([CH3:10])[CH3:9])[C:18](=[O:34])[N:17]([CH2:35][CH2:36][CH2:37][CH2:38][CH3:39])[C:16]=2[N:15]=1. The yield is 0.750. (9) The reactants are [CH3:1][O:2][C:3]1[CH:8]=[CH:7][CH:6]=[C:5]([CH3:9])[C:4]=1[NH2:10].[Br:11]N1C(=O)CCC1=O. The yield is 0.260. The product is [Br:11][C:7]1[CH:6]=[C:5]([CH3:9])[C:4]([NH2:10])=[C:3]([O:2][CH3:1])[CH:8]=1. The catalyst is C(#N)C.